Dataset: Catalyst prediction with 721,799 reactions and 888 catalyst types from USPTO. Task: Predict which catalyst facilitates the given reaction. Reactant: [C:1]([NH:5][C:6]([C:8]1[C:16]2[C:11](=[N:12][CH:13]=[C:14]([C:17]3[C:25]4[C:20](=[CH:21][CH:22]=[C:23]([O:26][CH:27]([F:29])[F:28])[CH:24]=4)[N:19]([CH2:30][CH2:31][CH2:32][N:33]4[CH2:36][CH:35]([OH:37])[CH2:34]4)[N:18]=3)[N:15]=2)[N:10](COCC[Si](C)(C)C)[CH:9]=1)=[O:7])([CH3:4])([CH3:3])[CH3:2].C(O)(C(F)(F)F)=O. Product: [C:1]([NH:5][C:6]([C:8]1[C:16]2[C:11](=[N:12][CH:13]=[C:14]([C:17]3[C:25]4[C:20](=[CH:21][CH:22]=[C:23]([O:26][CH:27]([F:28])[F:29])[CH:24]=4)[N:19]([CH2:30][CH2:31][CH2:32][N:33]4[CH2:36][CH:35]([OH:37])[CH2:34]4)[N:18]=3)[N:15]=2)[NH:10][CH:9]=1)=[O:7])([CH3:4])([CH3:2])[CH3:3]. The catalyst class is: 4.